This data is from Reaction yield outcomes from USPTO patents with 853,638 reactions. The task is: Predict the reaction yield, written as a fraction of the theoretical maximum amount of product (1.0 means a 100% yield; for example, 0.34 means a 34% yield). (1) The reactants are [Br:1][C:2]1[CH:3]=[C:4]([CH:9]=[CH:10][C:11]=1[CH:12]1[CH2:14][CH2:13]1)[C:5]([O:7]C)=[O:6].[OH-].[Na+]. The catalyst is CO.O. The product is [Br:1][C:2]1[CH:3]=[C:4]([CH:9]=[CH:10][C:11]=1[CH:12]1[CH2:13][CH2:14]1)[C:5]([OH:7])=[O:6]. The yield is 0.630. (2) The catalyst is ClCCl. The reactants are [CH3:1][O:2][C:3]1[CH:4]=[C:5]([NH2:15])[CH:6]=[CH:7][C:8]=1[N:9]1[CH:13]=[C:12]([CH3:14])[N:11]=[CH:10]1.[C:16](N1C=CC=CC1=O)(N1C=CC=CC1=O)=[S:17]. The product is [N:15]([C:5]1[CH:6]=[CH:7][C:8]([N:9]2[CH:13]=[C:12]([CH3:14])[N:11]=[CH:10]2)=[C:3]([O:2][CH3:1])[CH:4]=1)=[C:16]=[S:17]. The yield is 0.940.